Dataset: Experimentally validated miRNA-target interactions with 360,000+ pairs, plus equal number of negative samples. Task: Binary Classification. Given a miRNA mature sequence and a target amino acid sequence, predict their likelihood of interaction. The miRNA is hsa-miR-548e-5p with sequence CAAAAGCAAUCGCGGUUUUUGC. The protein sequence of the target gene is MDLPVGPGAAGPSNVPAFLTKLWTLVSDPDTDALICWSPSGNSFHVFDQGQFAKEVLPKYFKHNNMASFVRQLNMYGFRKVVHIEQGGLVKPERDDTEFQHPCFLRGQEQLLENIKRKVTSVSTLKSEDIKIRQDSVTKLLTDVQLMKGKQECMDSKLLAMKHENEALWREVASLRQKHAQQQKVVNKLIQFLISLVQSNRILGVKRKIPLMLNDSGSAHSMPKYSRQFSLEHVHGSGPYSAPSPAYSSSSLYAPDAVASSGPIISDITELAPASPMASPGGSIDERPLSSSPLVRVKEE.... Result: 0 (no interaction).